Dataset: Full USPTO retrosynthesis dataset with 1.9M reactions from patents (1976-2016). Task: Predict the reactants needed to synthesize the given product. Given the product [Cl:17][C:9]1[C:8]([N:1]2[CH2:6][CH2:5][NH:4][CH2:3][CH2:2]2)=[N:13][C:12]2[C:11](=[CH:16][S:15][CH:14]=2)[N:10]=1, predict the reactants needed to synthesize it. The reactants are: [NH:1]1[CH2:6][CH2:5][NH:4][CH2:3][CH2:2]1.Cl[C:8]1[C:9]([Cl:17])=[N:10][C:11]2[C:12](=[CH:14][S:15][CH:16]=2)[N:13]=1.